This data is from hERG channel blocking data for cardiac toxicity assessment. The task is: Regression/Classification. Given a drug SMILES string, predict its toxicity properties. Task type varies by dataset: regression for continuous values (e.g., LD50, hERG inhibition percentage) or binary classification for toxic/non-toxic outcomes (e.g., AMES mutagenicity, cardiotoxicity, hepatotoxicity). Dataset: herg. The molecule is CCCNC[C@@H](O)COc1ccc(O)cc1C(=O)CCc1ccccc1. The result is 0 (non-blocker).